This data is from Full USPTO retrosynthesis dataset with 1.9M reactions from patents (1976-2016). The task is: Predict the reactants needed to synthesize the given product. (1) Given the product [P:55]([O:67][CH2:68][N:20]1[CH:21]=[C:22]([C:25]2[CH:30]=[CH:29][C:28]([F:31])=[CH:27][CH:26]=2)[C:23](=[O:24])[C:18]([C:16](=[O:17])[NH:15][C:12]2[CH:13]=[CH:14][C:9]([O:8][C:7]3[CH:6]=[CH:5][N:4]=[C:3]([N:33]=[C:34]([C:41]4[CH:42]=[CH:43][CH:44]=[CH:45][CH:46]=4)[C:35]4[CH:36]=[CH:37][CH:38]=[CH:39][CH:40]=4)[C:2]=3[Cl:1])=[C:10]([F:32])[CH:11]=2)=[CH:19]1)([O:57][C:58]([CH3:61])([CH3:60])[CH3:59])([O:62][C:63]([CH3:64])([CH3:65])[CH3:66])=[O:56], predict the reactants needed to synthesize it. The reactants are: [Cl:1][C:2]1[C:3]([N:33]=[C:34]([C:41]2[CH:46]=[CH:45][CH:44]=[CH:43][CH:42]=2)[C:35]2[CH:40]=[CH:39][CH:38]=[CH:37][CH:36]=2)=[N:4][CH:5]=[CH:6][C:7]=1[O:8][C:9]1[CH:14]=[CH:13][C:12]([NH:15][C:16]([C:18]2[C:23](=[O:24])[C:22]([C:25]3[CH:30]=[CH:29][C:28]([F:31])=[CH:27][CH:26]=3)=[CH:21][NH:20][CH:19]=2)=[O:17])=[CH:11][C:10]=1[F:32].C([O-])([O-])=O.[Cs+].[Cs+].[I-].[K+].[P:55]([O:67][CH2:68]Cl)([O:62][C:63]([CH3:66])([CH3:65])[CH3:64])([O:57][C:58]([CH3:61])([CH3:60])[CH3:59])=[O:56]. (2) Given the product [F:1][C:2]1[C:10]([F:11])=[CH:9][C:5]([C:6]([Cl:16])=[O:7])=[C:4]([CH3:12])[CH:3]=1, predict the reactants needed to synthesize it. The reactants are: [F:1][C:2]1[C:10]([F:11])=[CH:9][C:5]([C:6](O)=[O:7])=[C:4]([CH3:12])[CH:3]=1.C(Cl)(=O)C([Cl:16])=O.CN(C)C=O. (3) Given the product [NH:1]([C:31]([O:33][CH2:34][CH:35]1[C:68]2[C:67](=[CH:72][CH:71]=[CH:70][CH:69]=2)[C:42]2[C:47]1=[CH:46][CH:45]=[CH:44][CH:43]=2)=[O:32])[C@H:2]([C:28]([NH2:54])=[O:29])[CH2:3][CH2:4][CH2:5][CH2:6][NH:7][C:8]([C:16]1[CH:17]=[CH:18][CH:19]=[CH:20][CH:21]=1)([C:22]1[CH:27]=[CH:26][CH:25]=[CH:24][CH:23]=1)[C:9]1[CH:10]=[CH:11][C:12]([CH3:13])=[CH:14][CH:15]=1, predict the reactants needed to synthesize it. The reactants are: [NH:1]([C:31]([O:33][CH2:34][CH:35]1[C:47]2[C:42](=[CH:43][CH:44]=[CH:45][CH:46]=2)C2C1=CC=CC=2)=[O:32])[C@H:2]([C:28](O)=[O:29])[CH2:3][CH2:4][CH2:5][CH2:6][NH:7][C:8]([C:22]1[CH:27]=[CH:26][CH:25]=[CH:24][CH:23]=1)([C:16]1[CH:21]=[CH:20][CH:19]=[CH:18][CH:17]=1)[C:9]1[CH:15]=[CH:14][C:12]([CH3:13])=[CH:11][CH:10]=1.C1C=CC2N(O)N=[N:54]C=2C=1.CN(C(ON1N=N[C:68]2[CH:69]=[CH:70][CH:71]=[CH:72][C:67]1=2)=[N+](C)C)C.[B-](F)(F)(F)F.N.